Dataset: Forward reaction prediction with 1.9M reactions from USPTO patents (1976-2016). Task: Predict the product of the given reaction. (1) Given the reactants [ClH:1].[OH:2][CH:3]([CH2:18][O:19][C:20]1[CH:25]=[CH:24][C:23](OC)=[CH:22][CH:21]=1)[CH2:4][NH:5][C:6]([CH3:17])([CH3:16])[CH2:7][C:8]1[CH:13]=[CH:12][C:11](OC)=[CH:10][CH:9]=1.Cl, predict the reaction product. The product is: [ClH:1].[OH:2][CH:3]([CH2:18][O:19][C:20]1[CH:21]=[CH:22][CH:23]=[CH:24][CH:25]=1)[CH2:4][NH:5][C:6]([CH3:17])([CH3:16])[CH2:7][C:8]1[CH:13]=[CH:12][CH:11]=[CH:10][CH:9]=1. (2) Given the reactants [CH3:1][C@H:2]1[O:4][C@@H:3]1[CH2:5][N:6]1[CH:10]=[N:9][CH:8]=[N:7]1.C([S:14][C@@H:15]1[CH2:20][O:19][C@@H:18](/[CH:21]=[CH:22]/[CH:23]=[CH:24]/[C:25]2[CH:30]=[CH:29][C:28]([C:31]([F:34])([F:33])[F:32])=[CH:27][CH:26]=2)[O:17][CH2:16]1)(=O)C, predict the reaction product. The product is: [N:6]1([CH2:5][C@@:3]([C:25]2[CH:30]=[CH:29][C:28]([C:31]([F:34])([F:33])[F:32])=[CH:27][CH:26]=2)([OH:4])[C@H:2]([S:14][C@@H:15]2[CH2:16][O:17][C@@H:18](/[CH:21]=[CH:22]/[CH:23]=[CH:24]/[C:25]3[CH:26]=[CH:27][C:28]([C:31]([F:32])([F:33])[F:34])=[CH:29][CH:30]=3)[O:19][CH2:20]2)[CH3:1])[CH:10]=[N:9][CH:8]=[N:7]1. (3) Given the reactants [CH3:1][C:2]1[CH2:6][CH2:5][CH2:4][CH:3]=1.ClS([N:11]=[C:12]=[O:13])(=O)=O.S([O-])([O-])=O.[Na+].[Na+].[OH-].[K+], predict the reaction product. The product is: [CH3:1][C:2]12[NH:11][C:12](=[O:13])[CH:6]1[CH2:5][CH2:4][CH2:3]2. (4) Given the reactants [CH2:1]([N:8]1[CH2:12][CH2:11][C:10]([C:14]2[CH:19]=[C:18]([F:20])[CH:17]=[C:16]([Cl:21])[CH:15]=2)([OH:13])[CH2:9]1)[C:2]1C=CC=CC=1.N1CCOCC1, predict the reaction product. The product is: [Cl:21][C:16]1[CH:15]=[C:14]([C:10]2([OH:13])[CH2:11][CH2:12][N:8]([CH2:1][CH3:2])[CH2:9]2)[CH:19]=[C:18]([F:20])[CH:17]=1. (5) Given the reactants [CH2:1]([C:4]1([O:8][Si:9]([C:12]([CH3:15])([CH3:14])[CH3:13])([CH3:11])[CH3:10])[CH2:7][CH2:6][CH2:5]1)C=C.O.CC([OH:21])(C)C.C[N+]1([O-])[CH2:28][CH2:27][O:26]CC1.S([O-])([O-])=O.[Na+].[Na+], predict the reaction product. The product is: [Si:9]([O:8][C:4]1([CH2:1][CH:27]([OH:26])[CH2:28][OH:21])[CH2:7][CH2:6][CH2:5]1)([C:12]([CH3:15])([CH3:14])[CH3:13])([CH3:11])[CH3:10]. (6) Given the reactants [F:1][C:2]([F:7])([F:6])[C:3]([NH2:5])=O.COC1C=CC(P2(SP(C3C=CC(OC)=CC=3)(=S)S2)=[S:17])=CC=1.Br[CH2:31][C:32](=O)[C:33]([O:35][CH2:36][CH3:37])=[O:34], predict the reaction product. The product is: [F:1][C:2]([F:7])([F:6])[C:3]1[S:17][CH:31]=[C:32]([C:33]([O:35][CH2:36][CH3:37])=[O:34])[N:5]=1. (7) The product is: [NH:8]1[CH2:12][CH2:11][CH2:10][C@@H:9]1[C:13]([N:25]1[CH2:26][CH2:27][C:28]2[C:33](=[CH:32][CH:31]=[CH:30][CH:29]=2)[C@H:24]1[C:21]1[CH:22]=[CH:23][C:18]([C:17]([F:16])([F:35])[F:34])=[CH:19][CH:20]=1)=[O:15]. Given the reactants C(OC([N:8]1[CH2:12][CH2:11][CH2:10][C@@H:9]1[C:13]([OH:15])=O)=O)(C)(C)C.[F:16][C:17]([F:35])([F:34])[C:18]1[CH:23]=[CH:22][C:21]([C@@H:24]2[C:33]3[C:28](=[CH:29][CH:30]=[CH:31][CH:32]=3)[CH2:27][CH2:26][NH:25]2)=[CH:20][CH:19]=1.CCN(C(C)C)C(C)C.CN(C(ON1N=NC2C=CC=NC1=2)=[N+](C)C)C.F[P-](F)(F)(F)(F)F.Cl, predict the reaction product. (8) Given the reactants [CH3:1][O:2][C:3]1[CH:8]=[CH:7][C:6]([C:9]2[CH:10]=[N:11][C:12]([C:15]#N)=[N:13][CH:14]=2)=[C:5]([C:17]([F:20])([F:19])[F:18])[CH:4]=1.C(O)=[O:22], predict the reaction product. The product is: [CH3:1][O:2][C:3]1[CH:8]=[CH:7][C:6]([C:9]2[CH:10]=[N:11][C:12]([CH2:15][OH:22])=[N:13][CH:14]=2)=[C:5]([C:17]([F:20])([F:19])[F:18])[CH:4]=1.